Dataset: Forward reaction prediction with 1.9M reactions from USPTO patents (1976-2016). Task: Predict the product of the given reaction. (1) The product is: [CH3:22][O:21][C:19]([C:10]1[C:11]2[CH2:12][CH2:13][CH2:14][CH2:15][C:16]=2[CH:17]=[CH:18][C:9]=1[NH2:8])=[O:20]. Given the reactants C(OC([NH:8][C:9]1[CH:18]=[CH:17][C:16]2[C:11](=[CH:12][CH:13]=[CH:14][CH:15]=2)[C:10]=1[C:19]([OH:21])=[O:20])=O)(C)(C)C.[CH3:22][Si](C=[N+]=[N-])(C)C, predict the reaction product. (2) Given the reactants Cl.[CH3:2][O:3][NH2:4].CS[C:7](=[N:11][C:12]1[CH:13]=[N:14][C:15]([Cl:18])=[CH:16][CH:17]=1)[NH:8][C:9]#[N:10].C([N:21](CC)CC)C, predict the reaction product. The product is: [CH3:2][O:3][NH:4][N:8]([C:9]#[N:10])[C:7]([NH:11][C:12]1[CH:13]=[N:14][C:15]([Cl:18])=[CH:16][CH:17]=1)=[NH:21]. (3) Given the reactants [F:1][C:2]([F:26])([S:22]([O-:25])(=[O:24])=[O:23])[C:3]([F:21])([F:20])[CH2:4][CH2:5][O:6][C:7]([C:9]12[CH2:18][CH:13]3[CH2:14][CH:15]([CH2:17][C:11]([OH:19])([CH2:12]3)[CH2:10]1)[CH2:16]2)=[O:8].[Na+:27].ClCCl.[F:31][C:32]([F:43])([F:42])[C:33](O[C:33](=[O:34])[C:32]([F:43])([F:42])[F:31])=[O:34], predict the reaction product. The product is: [F:26][C:2]([F:1])([S:22]([O-:25])(=[O:24])=[O:23])[C:3]([F:20])([F:21])[CH2:4][CH2:5][O:6][C:7]([C:9]12[CH2:16][CH:15]3[CH2:14][CH:13]([CH2:12][C:11]([O:19][C:33](=[O:34])[C:32]([F:43])([F:42])[F:31])([CH2:17]3)[CH2:10]1)[CH2:18]2)=[O:8].[Na+:27]. (4) Given the reactants C([O:8][C:9]1[CH:18]=[CH:17][CH:16]=[C:15]2[C:10]=1[C:11](=[O:28])[CH:12]=[C:13]([C:19]1[CH:24]=[C:23]([Br:25])[CH:22]=[CH:21][C:20]=1[O:26][CH3:27])[O:14]2)C1C=CC=CC=1, predict the reaction product. The product is: [Br:25][C:23]1[CH:22]=[CH:21][C:20]([O:26][CH3:27])=[C:19]([C:13]2[O:14][C:15]3[C:10]([C:11](=[O:28])[CH:12]=2)=[C:9]([OH:8])[CH:18]=[CH:17][CH:16]=3)[CH:24]=1. (5) Given the reactants [C:1]([O:5][C:6](=[O:15])[NH:7][CH2:8][CH:9]1[CH2:14][CH2:13][NH:12][CH2:11][CH2:10]1)([CH3:4])([CH3:3])[CH3:2].[O:16]1[C:18]2([CH2:23][CH2:22][O:21][CH2:20][CH2:19]2)[CH2:17]1, predict the reaction product. The product is: [C:1]([O:5][C:6](=[O:15])[NH:7][CH2:8][CH:9]1[CH2:10][CH2:11][N:12]([CH2:17][C:18]2([OH:16])[CH2:23][CH2:22][O:21][CH2:20][CH2:19]2)[CH2:13][CH2:14]1)([CH3:4])([CH3:2])[CH3:3].